Dataset: Forward reaction prediction with 1.9M reactions from USPTO patents (1976-2016). Task: Predict the product of the given reaction. (1) Given the reactants [Cl:1][C:2]1[CH:3]=[CH:4][C:5]2[NH:11][C:10](=[O:12])[C@@H:9]([CH2:13][C:14]([O:16][CH3:17])=[O:15])[S:8][C@@H:7]([C:18]3[CH:23]=[CH:22][CH:21]=[C:20]([O:24][CH3:25])[C:19]=3[O:26][CH3:27])[C:6]=2[CH:28]=1.C(=O)([O-])[O-].[K+].[K+], predict the reaction product. The product is: [Cl:1][C:2]1[CH:3]=[CH:4][C:5]2[NH:11][C:10](=[O:12])[C@@H:9]([CH2:13][C:14]([O:16][CH3:17])=[O:15])[S:8][C@H:7]([C:18]3[CH:23]=[CH:22][CH:21]=[C:20]([O:24][CH3:25])[C:19]=3[O:26][CH3:27])[C:6]=2[CH:28]=1. (2) Given the reactants O1CCCC1.[CH2:6]([C:10]1[CH:11]=[C:12]([CH:18]=[CH:19][CH:20]=1)[C:13](OCC)=[O:14])[CH2:7][CH2:8][CH3:9].[H-].[Al+3].[Li+].[H-].[H-].[H-].O1CCCC1.[OH-].[Na+], predict the reaction product. The product is: [CH2:6]([C:10]1[CH:11]=[C:12]([CH:18]=[CH:19][CH:20]=1)[CH2:13][OH:14])[CH2:7][CH2:8][CH3:9]. (3) Given the reactants F[C:2]1[CH:9]=[CH:8][C:7]([CH3:10])=[CH:6][C:3]=1[C:4]#[N:5].[CH2:11]([S-:13])[CH3:12].[Na+].Cl, predict the reaction product. The product is: [CH2:11]([S:13][C:2]1[CH:9]=[CH:8][C:7]([CH3:10])=[CH:6][C:3]=1[C:4]#[N:5])[CH3:12]. (4) Given the reactants [Cl:1][C:2]1[CH:7]=[CH:6][CH:5]=[C:4]([Cl:8])[C:3]=1[C:9](=[O:13])[C:10]([OH:12])=O.C(Cl)(=O)C(Cl)=O.[N:20]1[CH:25]=[CH:24][CH:23]=[N:22][C:21]=1[CH2:26][NH2:27], predict the reaction product. The product is: [Cl:8][C:4]1[CH:5]=[CH:6][CH:7]=[C:2]([Cl:1])[C:3]=1[C:9](=[O:13])[C:10]([NH:27][CH2:26][C:21]1[N:22]=[CH:23][CH:24]=[CH:25][N:20]=1)=[O:12]. (5) Given the reactants C[O:2][C:3]([C:5]1[C:6]([C:24]2[CH:29]=[CH:28][C:27]([C:30](O)=[O:31])=[CH:26][CH:25]=2)=[CH:7][CH:8]=[C:9]([C:11]2[S:12][CH:13]=[C:14]([C:16]3[CH:21]=[CH:20][C:19]([Cl:22])=[C:18]([Cl:23])[CH:17]=3)[N:15]=2)[CH:10]=1)=[O:4].[CH2:33]([NH2:40])[C:34]1[CH:39]=[CH:38][CH:37]=[CH:36][CH:35]=1, predict the reaction product. The product is: [CH2:33]([NH:40][C:30]([C:27]1[CH:28]=[CH:29][C:24]([C:6]2[C:5]([C:3]([OH:2])=[O:4])=[CH:10][C:9]([C:11]3[S:12][CH:13]=[C:14]([C:16]4[CH:21]=[CH:20][C:19]([Cl:22])=[C:18]([Cl:23])[CH:17]=4)[N:15]=3)=[CH:8][CH:7]=2)=[CH:25][CH:26]=1)=[O:31])[C:34]1[CH:39]=[CH:38][CH:37]=[CH:36][CH:35]=1. (6) Given the reactants FC(F)(F)C(O)=O.[NH2:8][C@H:9]([C:19]1[C:24]([C:25]2[CH:26]=[CH:27][C:28]([F:34])=[C:29]([CH:33]=2)[C:30]([NH2:32])=[O:31])=[CH:23][CH:22]=[CH:21][N:20]=1)[CH2:10][C:11]1[CH:16]=[C:15]([F:17])[CH:14]=[C:13]([F:18])[CH:12]=1.[CH2:35]([N:42]1[CH2:46][CH2:45][CH2:44][CH:43]1[C:47](O)=[O:48])[C:36]1[CH:41]=[CH:40][CH:39]=[CH:38][CH:37]=1, predict the reaction product. The product is: [CH2:35]([N:42]1[CH2:46][CH2:45][CH2:44][CH:43]1[C:47]([NH:8][C@H:9]([C:19]1[C:24]([C:25]2[CH:26]=[CH:27][C:28]([F:34])=[C:29]([C:30](=[O:31])[NH2:32])[CH:33]=2)=[CH:23][CH:22]=[CH:21][N:20]=1)[CH2:10][C:11]1[CH:12]=[C:13]([F:18])[CH:14]=[C:15]([F:17])[CH:16]=1)=[O:48])[C:36]1[CH:41]=[CH:40][CH:39]=[CH:38][CH:37]=1. (7) Given the reactants C(OC([NH:8][CH2:9][CH2:10][CH2:11][CH2:12][C@H:13]([NH:21][C:22]([NH:24][C@@H:25]1[CH2:40][C:39]2=[CH:41][CH:42]=[C:36]([CH:37]=[CH:38]2)[O:35][CH2:34][CH2:33][CH2:32][CH2:31][O:30][CH2:29][C@H:28]([CH:43]([CH3:45])[CH3:44])[NH:27][C:26]1=[O:46])=[O:23])[C:14]([O:16]C(C)(C)C)=[O:15])=O)(C)(C)C.FC(F)(F)C(O)=O, predict the reaction product. The product is: [NH2:8][CH2:9][CH2:10][CH2:11][CH2:12][C@H:13]([NH:21][C:22]([NH:24][C@@H:25]1[CH2:40][C:39]2=[CH:38][CH:37]=[C:36]([CH:42]=[CH:41]2)[O:35][CH2:34][CH2:33][CH2:32][CH2:31][O:30][CH2:29][C@H:28]([CH:43]([CH3:44])[CH3:45])[NH:27][C:26]1=[O:46])=[O:23])[C:14]([OH:16])=[O:15]. (8) Given the reactants [C:1]([N:5]1[CH:9]=[C:8]([NH:10][C:11]([NH:13][C:14]2[CH:19]=[C:18]([C:20]3[C:31](=[O:32])[N:30]([CH3:33])[C:23]4[N:24]=[C:25](SC)[N:26]=[CH:27][C:22]=4[CH:21]=3)[C:17]([CH3:34])=[CH:16][C:15]=2[F:35])=[O:12])[CH:7]=[N:6]1)([CH3:4])([CH3:3])[CH3:2].[CH3:36][NH2:37].C1COCC1, predict the reaction product. The product is: [C:1]([N:5]1[CH:9]=[C:8]([NH:10][C:11]([NH:13][C:14]2[CH:19]=[C:18]([C:20]3[C:31](=[O:32])[N:30]([CH3:33])[C:23]4[N:24]=[C:25]([NH:37][CH3:36])[N:26]=[CH:27][C:22]=4[CH:21]=3)[C:17]([CH3:34])=[CH:16][C:15]=2[F:35])=[O:12])[CH:7]=[N:6]1)([CH3:4])([CH3:3])[CH3:2]. (9) Given the reactants [Br:1][C:2]1[S:6][C:5]([CH2:7][NH:8][S:9]([CH2:12][C:13]2[CH:18]=[CH:17][CH:16]=[CH:15][CH:14]=2)(=[O:11])=[O:10])=[CH:4][CH:3]=1.[H-].[Na+].Br[CH2:22][CH:23]([CH3:25])[CH3:24].O, predict the reaction product. The product is: [Br:1][C:2]1[S:6][C:5]([CH2:7][N:8]([CH2:22][CH:23]([CH3:25])[CH3:24])[S:9]([CH2:12][C:13]2[CH:14]=[CH:15][CH:16]=[CH:17][CH:18]=2)(=[O:10])=[O:11])=[CH:4][CH:3]=1.